The task is: Predict the reactants needed to synthesize the given product.. This data is from Full USPTO retrosynthesis dataset with 1.9M reactions from patents (1976-2016). (1) Given the product [Cl:1][C:2]1[CH:7]=[CH:6][C:5]([CH2:8][C@@H:9]([NH:29][C:30]([CH:32]2[CH2:35][NH:34][CH2:33]2)=[O:31])[C:10]([N:12]2[CH2:17][CH2:16][CH:15]([C:18]3[CH:23]=[CH:22][CH:21]=[CH:20][C:19]=3[NH:24][S:25]([CH3:28])(=[O:27])=[O:26])[CH2:14][CH2:13]2)=[O:11])=[CH:4][CH:3]=1, predict the reactants needed to synthesize it. The reactants are: [Cl:1][C:2]1[CH:7]=[CH:6][C:5]([CH2:8][C@@H:9]([NH:29][C:30]([CH:32]2[CH2:35][N:34](C(OC(C)(C)C)=O)[CH2:33]2)=[O:31])[C:10]([N:12]2[CH2:17][CH2:16][CH:15]([C:18]3[CH:23]=[CH:22][CH:21]=[CH:20][C:19]=3[NH:24][S:25]([CH3:28])(=[O:27])=[O:26])[CH2:14][CH2:13]2)=[O:11])=[CH:4][CH:3]=1.C(O)(C(F)(F)F)=O. (2) Given the product [Br:1][C:2]1[C:10]2[N:9]=[CH:8][N:7]([CH3:12])[C:6]=2[CH:5]=[C:4]([Cl:11])[CH:3]=1, predict the reactants needed to synthesize it. The reactants are: [Br:1][C:2]1[C:10]2[N:9]=[CH:8][NH:7][C:6]=2[CH:5]=[C:4]([Cl:11])[CH:3]=1.[C:12](=O)([O-])[O-].[K+].[K+].IC.O. (3) Given the product [CH3:1][O:2][C:3]1[CH:34]=[C:33]([CH:61]2[CH2:62][CH2:57]2)[CH:32]=[CH:31][C:4]=1[CH2:5][CH2:6][NH:7][C:8]([C:10]1[CH:30]=[CH:29][C:13]([O:14][C:15]2[CH:24]=[C:23]3[C:18]([CH:19]([C:25]([O:27][CH2:63][CH3:64])=[O:26])[CH2:20][CH2:21][O:22]3)=[CH:17][C:16]=2[Cl:28])=[CH:12][CH:11]=1)=[O:9], predict the reactants needed to synthesize it. The reactants are: [CH3:1][O:2][C:3]1[CH:34]=[C:33](Br)[CH:32]=[CH:31][C:4]=1[CH2:5][CH2:6][NH:7][C:8]([C:10]1[CH:30]=[CH:29][C:13]([O:14][C:15]2[CH:24]=[C:23]3[C:18]([CH:19]([C:25]([O-:27])=[O:26])[CH2:20][CH2:21][O:22]3)=[CH:17][C:16]=2[Cl:28])=[CH:12][CH:11]=1)=[O:9].P([O-])([O-])([O-])=O.[K+].[K+].[K+].C1(P([CH:57]2[CH2:62][CH2:61]CCC2)C2CCCCC2)CCCCC1.[CH:63]1(B(O)O)C[CH2:64]1. (4) Given the product [Cl:18][CH2:17][CH2:16][CH2:15][N:12]1[C:13]2[C:9](=[CH:8][CH:7]=[CH:6][C:5]=2[O:4][CH3:3])[CH:10]=[CH:11]1, predict the reactants needed to synthesize it. The reactants are: [OH-].[K+].[CH3:3][O:4][C:5]1[CH:6]=[CH:7][CH:8]=[C:9]2[C:13]=1[NH:12][CH:11]=[CH:10]2.Br[CH2:15][CH2:16][CH2:17][Cl:18].